This data is from Peptide-MHC class II binding affinity with 134,281 pairs from IEDB. The task is: Regression. Given a peptide amino acid sequence and an MHC pseudo amino acid sequence, predict their binding affinity value. This is MHC class II binding data. (1) The peptide sequence is RRMWASAQNISGAGW. The MHC is HLA-DPA10301-DPB10402 with pseudo-sequence HLA-DPA10301-DPB10402. The binding affinity (normalized) is 0.0206. (2) The peptide sequence is TEQYKFQADSPKRLA. The MHC is DRB5_0101 with pseudo-sequence DRB5_0101. The binding affinity (normalized) is 0.711. (3) The binding affinity (normalized) is 0.543. The MHC is DRB1_0301 with pseudo-sequence DRB1_0301. The peptide sequence is LSFMDKGIPFMKMNI. (4) The peptide sequence is MRNVFDDVVPADFKV. The MHC is HLA-DPA10201-DPB11401 with pseudo-sequence HLA-DPA10201-DPB11401. The binding affinity (normalized) is 0.0668.